This data is from Full USPTO retrosynthesis dataset with 1.9M reactions from patents (1976-2016). The task is: Predict the reactants needed to synthesize the given product. (1) Given the product [CH3:12][O:11][C:4]1[CH:3]=[C:2]2[C:9]([CH:10]=[N:43][NH:1]2)=[CH:8][C:5]=1[C:6]#[N:7], predict the reactants needed to synthesize it. The reactants are: [NH2:1][C:2]1[C:9]([CH3:10])=[CH:8][C:5]([C:6]#[N:7])=[C:4]([O:11][CH3:12])[CH:3]=1.C(OC(=O)C)(=O)C.C([O-])(=O)C.[K+].C1OCCOCCOCCOCCOCCOC1.[N:43](OCCCC)=O.[OH-].[K+]. (2) Given the product [C:1]([C:5]1[CH:9]=[C:8]([NH:10][C:11]([C@@H:13]2[CH2:17][CH2:16][C:15](=[O:18])[N:14]2[C:68]2[CH:69]=[CH:70][C:71]([F:75])=[C:72]([CH3:74])[N:73]=2)=[O:12])[O:7][N:6]=1)([CH3:4])([CH3:2])[CH3:3], predict the reactants needed to synthesize it. The reactants are: [C:1]([C:5]1[CH:9]=[C:8]([NH:10][C:11]([C@@H:13]2[CH2:17][CH2:16][C:15](=[O:18])[NH:14]2)=[O:12])[O:7][N:6]=1)([CH3:4])([CH3:3])[CH3:2].CC1(C)C2C(=C(P(C3C=CC=CC=3)C3C=CC=CC=3)C=CC=2)OC2C(P(C3C=CC=CC=3)C3C=CC=CC=3)=CC=CC1=2.C(=O)([O-])[O-].[Cs+].[Cs+].Br[C:68]1[N:73]=[C:72]([CH3:74])[C:71]([F:75])=[CH:70][CH:69]=1. (3) Given the product [CH3:8][N:9]([CH2:10][CH2:11][C:12]1[CH:17]=[CH:16][CH:15]=[CH:14][CH:13]=1)[S:19]([C:22]1[CH:31]=[CH:30][C:29]2[NH:28][C:27](=[O:32])[C:26]3[NH:33][CH:34]=[CH:35][C:25]=3[C:24]=2[CH:23]=1)(=[O:20])=[O:21].[CH2:35]([C:36]([O-:38])=[O:37])[CH3:34], predict the reactants needed to synthesize it. The reactants are: C(N(CC)CC)C.[CH3:8][NH:9][CH2:10][CH2:11][C:12]1[CH:17]=[CH:16][CH:15]=[CH:14][CH:13]=1.Cl[S:19]([C:22]1[CH:31]=[CH:30][C:29]2[NH:28][C:27](=[O:32])[C:26]3[NH:33][CH:34]=[C:35]([C:36]([OH:38])=[O:37])[C:25]=3[C:24]=2[CH:23]=1)(=[O:21])=[O:20].S(Cl)(Cl)=O. (4) Given the product [CH2:1]([CH:7]1[CH2:8][CH2:9][C:10](=[O:11])[CH2:15][CH2:16]1)[CH2:2][CH2:3][CH2:4][CH2:5][CH3:6], predict the reactants needed to synthesize it. The reactants are: [CH:1](=[C:7]1[CH2:16][CH2:15][C:10]2(OCC[O:11]2)[CH2:9][CH2:8]1)[CH2:2][CH2:3][CH2:4][CH2:5][CH3:6].